This data is from Full USPTO retrosynthesis dataset with 1.9M reactions from patents (1976-2016). The task is: Predict the reactants needed to synthesize the given product. (1) Given the product [Br:12][C:3]1[C:4]2[C:9](=[CH:8][CH:7]=[C:6]([CH:10]=[O:11])[CH:5]=2)[NH:1][N:2]=1, predict the reactants needed to synthesize it. The reactants are: [NH:1]1[C:9]2[C:4](=[CH:5][C:6]([CH:10]=[O:11])=[CH:7][CH:8]=2)[CH:3]=[N:2]1.[Br:12]N1C(=O)CCC1=O. (2) Given the product [CH2:1]([N:3]1[CH2:8][N:7]([CH3:9])[CH2:6][N:5]([C:10]2[S:11][C:12]3[C:18]([CH2:19][OH:20])=[CH:17][C:16]([C:21]4[CH:22]=[N:23][C:24]([N:27]5[CH2:28][CH2:29][C:30]([CH3:38])([C:33]([O:35][CH2:36][CH3:37])=[O:34])[CH2:31][CH2:32]5)=[N:25][CH:26]=4)=[CH:15][C:13]=3[N:14]=2)[C:4]1=[O:39])[CH3:2], predict the reactants needed to synthesize it. The reactants are: [CH2:1]([N:3]1[CH2:8][N:7]([CH3:9])[CH2:6][N:5]([C:10]2[S:11][C:12]3[C:18]([CH:19]=[O:20])=[CH:17][C:16]([C:21]4[CH:22]=[N:23][C:24]([N:27]5[CH2:32][CH2:31][C:30]([CH3:38])([C:33]([O:35][CH2:36][CH3:37])=[O:34])[CH2:29][CH2:28]5)=[N:25][CH:26]=4)=[CH:15][C:13]=3[N:14]=2)[C:4]1=[O:39])[CH3:2].[BH4-].[Na+]. (3) Given the product [C:15]([NH:18][C:19]1[CH:28]=[CH:27][C:26]([O:29][C:2]2[CH:3]=[CH:4][C:5]([N+:12]([O-:14])=[O:13])=[C:6]([C:7]([O:9][CH3:10])=[O:8])[CH:11]=2)=[CH:25][C:20]=1[C:21]([O:23][CH3:24])=[O:22])(=[O:17])[CH3:16], predict the reactants needed to synthesize it. The reactants are: F[C:2]1[CH:3]=[CH:4][C:5]([N+:12]([O-:14])=[O:13])=[C:6]([CH:11]=1)[C:7]([O:9][CH3:10])=[O:8].[C:15]([NH:18][C:19]1[CH:28]=[CH:27][C:26]([OH:29])=[CH:25][C:20]=1[C:21]([O:23][CH3:24])=[O:22])(=[O:17])[CH3:16].C([O-])([O-])=O.[K+].[K+].C1OCCOCCOCCOCCOCCOC1. (4) Given the product [CH:2]1([C:9]([CH3:8])([C:10]([O:12][CH2:13][CH3:14])=[O:11])[C:15]([O:17][CH2:18][CH3:19])=[O:16])[CH2:7][CH2:6][CH2:5][CH:4]=[CH:3]1, predict the reactants needed to synthesize it. The reactants are: Br[CH:2]1[CH2:7][CH2:6][CH2:5][CH:4]=[CH:3]1.[CH3:8][CH:9]([C:15]([O:17][CH2:18][CH3:19])=[O:16])[C:10]([O:12][CH2:13][CH3:14])=[O:11].[O-]CC.[Na+]. (5) Given the product [CH2:1]([O:8][C:9]1[CH:15]=[CH:14][CH:13]=[C:12]([F:16])[C:10]=1[NH:11][CH2:18][C:19]([O:21][CH3:22])=[O:20])[C:2]1[CH:3]=[CH:4][CH:5]=[CH:6][CH:7]=1, predict the reactants needed to synthesize it. The reactants are: [CH2:1]([O:8][C:9]1[CH:15]=[CH:14][CH:13]=[C:12]([F:16])[C:10]=1[NH2:11])[C:2]1[CH:7]=[CH:6][CH:5]=[CH:4][CH:3]=1.Br[CH2:18][C:19]([O:21][CH3:22])=[O:20].C(=O)([O-])[O-].[K+].[K+].C(OCC)(=O)C. (6) Given the product [NH2:1][C:2]1[C:19]([N+:20]([O-:22])=[O:21])=[CH:18][C:5]([C:6]([NH:8][C:9]2[CH:17]=[CH:16][C:12]3[N:13]=[CH:14][S:15][C:11]=3[CH:10]=2)=[O:7])=[C:4]([N:24]2[CH2:29][CH2:28][NH:27][CH2:26][CH2:25]2)[CH:3]=1, predict the reactants needed to synthesize it. The reactants are: [NH2:1][C:2]1[C:19]([N+:20]([O-:22])=[O:21])=[CH:18][C:5]([C:6]([NH:8][C:9]2[CH:17]=[CH:16][C:12]3[N:13]=[CH:14][S:15][C:11]=3[CH:10]=2)=[O:7])=[C:4](Cl)[CH:3]=1.[NH:24]1[CH2:29][CH2:28][NH:27][CH2:26][CH2:25]1. (7) Given the product [Br:14][C:15]1[CH:16]=[C:17]2[C:18]([CH:4]([C:3]3[C:6]([O:11][CH2:12][CH3:13])=[CH:7][CH:8]=[C:9]([F:10])[C:2]=3[Cl:1])[O:5][CH3:26])=[CH:19][NH:20][C:21]2=[N:22][CH:23]=1, predict the reactants needed to synthesize it. The reactants are: [Cl:1][C:2]1[C:9]([F:10])=[CH:8][CH:7]=[C:6]([O:11][CH2:12][CH3:13])[C:3]=1[CH:4]=[O:5].[Br:14][C:15]1[CH:16]=[C:17]2[C:21](=[N:22][CH:23]=1)[NH:20][CH:19]=[CH:18]2.[OH-].[K+].[CH3:26]O. (8) Given the product [CH2:27]([S:31]([NH:26][C:24]([C:16]1[S:17][C:18]([CH2:20][CH:21]([CH3:22])[CH3:23])=[CH:19][C:15]=1[C:12]1[CH:13]=[CH:14][C:9]([CH2:8][N:3]2[CH:7]=[CH:6][N:5]=[CH:4]2)=[CH:10][CH:11]=1)=[O:25])(=[O:33])=[O:32])[CH2:28][CH2:29][CH3:30], predict the reactants needed to synthesize it. The reactants are: [H-].[Na+].[N:3]1([CH2:8][C:9]2[CH:14]=[CH:13][C:12]([C:15]3[CH:19]=[C:18]([CH2:20][CH:21]([CH3:23])[CH3:22])[S:17][C:16]=3[C:24]([NH2:26])=[O:25])=[CH:11][CH:10]=2)[CH:7]=[CH:6][N:5]=[CH:4]1.[CH2:27]([S:31](Cl)(=[O:33])=[O:32])[CH2:28][CH2:29][CH3:30]. (9) Given the product [C:29]1([S:26]([CH2:25][CH2:24][CH2:23][CH2:22][N:21]2[C:17]3[C:16]4[CH:15]=[CH:14][CH:13]=[CH:12][C:11]=4[N:10]=[C:9]([NH2:8])[C:18]=3[N:19]=[CH:20]2)(=[O:28])=[O:27])[CH:34]=[CH:33][CH:32]=[CH:31][CH:30]=1, predict the reactants needed to synthesize it. The reactants are: C([N:8](CC1C=CC=CC=1)[C:9]1[C:18]2[N:19]=[CH:20][N:21]([CH2:22][CH2:23][CH2:24][CH2:25][S:26]([C:29]3[CH:34]=[CH:33][CH:32]=[CH:31][CH:30]=3)(=[O:28])=[O:27])[C:17]=2[C:16]2[CH:15]=[CH:14][CH:13]=[CH:12][C:11]=2[N:10]=1)C1C=CC=CC=1.OS(C(F)(F)F)(=O)=O.